Dataset: NCI-60 drug combinations with 297,098 pairs across 59 cell lines. Task: Regression. Given two drug SMILES strings and cell line genomic features, predict the synergy score measuring deviation from expected non-interaction effect. (1) Drug 1: C1=C(C(=O)NC(=O)N1)F. Drug 2: C1=NC2=C(N1)C(=S)N=CN2. Cell line: UACC62. Synergy scores: CSS=33.8, Synergy_ZIP=-16.5, Synergy_Bliss=-22.7, Synergy_Loewe=-19.6, Synergy_HSA=-17.9. (2) Drug 1: CC1=C(C=C(C=C1)NC2=NC=CC(=N2)N(C)C3=CC4=NN(C(=C4C=C3)C)C)S(=O)(=O)N.Cl. Drug 2: C1CN(CCN1C(=O)CCBr)C(=O)CCBr. Cell line: SF-268. Synergy scores: CSS=3.33, Synergy_ZIP=-5.45, Synergy_Bliss=-3.24, Synergy_Loewe=-17.1, Synergy_HSA=-5.59. (3) Drug 1: C1CN1P(=S)(N2CC2)N3CC3. Drug 2: CN(CCCl)CCCl.Cl. Cell line: NCI-H322M. Synergy scores: CSS=-2.43, Synergy_ZIP=-1.84, Synergy_Bliss=-5.69, Synergy_Loewe=-9.26, Synergy_HSA=-8.25.